This data is from Full USPTO retrosynthesis dataset with 1.9M reactions from patents (1976-2016). The task is: Predict the reactants needed to synthesize the given product. (1) Given the product [CH3:14][C:13]1([CH3:15])[NH:1][C:2]2[CH:6]=[C:5]([C:44]3[CH:43]=[N:42][NH:41][C:40]=3[CH3:39])[S:4][C:3]=2[C:8](=[O:9])[NH:10]1, predict the reactants needed to synthesize it. The reactants are: [NH2:1][C:2]1[CH:6]=[C:5](Br)[S:4][C:3]=1[C:8]([NH2:10])=[O:9].CO[C:13](OC)([CH3:15])[CH3:14].CC1(C)C2(CS(O)(=O)=O)C(CC1CC2)=O.[O-]S([O-])(=O)=O.[Mg+2].[CH3:39][C:40]1[C:44](B2OC(C)(C)C(C)(C)O2)=[CH:43][N:42](C(OC(C)(C)C)=O)[N:41]=1.C(=O)([O-])[O-].[Na+].[Na+]. (2) Given the product [C:6]([NH:10][C:11]([C:13]1[S:33][C:16]2[N:17]=[C:18]([C:28]3[S:29][CH:30]=[CH:31][CH:32]=3)[N:19]=[C:20]([C:21]3[CH:26]=[CH:25][CH:24]=[C:23]([NH:27][C:3](=[O:4])[CH2:44][Cl:46])[CH:22]=3)[C:15]=2[C:14]=1[NH2:34])=[O:12])([CH3:9])([CH3:7])[CH3:8], predict the reactants needed to synthesize it. The reactants are: BrC[C:3](Cl)=[O:4].[C:6]([NH:10][C:11]([C:13]1[S:33][C:16]2[N:17]=[C:18]([C:28]3[S:29][CH:30]=[CH:31][CH:32]=3)[N:19]=[C:20]([C:21]3[CH:26]=[CH:25][CH:24]=[C:23]([NH2:27])[CH:22]=3)[C:15]=2[C:14]=1[NH2:34])=[O:12])([CH3:9])([CH3:8])[CH3:7].CCN(C(C)C)C(C)C.[CH2:44]([Cl:46])Cl. (3) The reactants are: [OH:1][C:2]1[C:11]2[C:6](=[CH:7][CH:8]=[C:9](I)[CH:10]=2)[N:5]=[CH:4][N:3]=1.[C:13]1(P(C2C=CC=CC=2)CCCP(C2C=CC=CC=2)C2C=CC=CC=2)C=CC=CC=1.[C]=O.[C:44]([OH:56])(=[O:55])CC(CC(O)=O)(C(O)=O)O. Given the product [CH3:13][O:56][C:44]([C:9]1[CH:10]=[C:11]2[C:6](=[CH:7][CH:8]=1)[N:5]=[CH:4][N:3]=[C:2]2[OH:1])=[O:55], predict the reactants needed to synthesize it. (4) Given the product [CH3:22][C:21]1([CH3:23])[N:11]([C:9]([O:8][CH2:1][C:2]2[CH:3]=[CH:4][CH:5]=[CH:6][CH:7]=2)=[O:10])[C@@H:12]([C:15]([O:17][CH3:18])=[O:16])[CH2:13][O:14]1, predict the reactants needed to synthesize it. The reactants are: [CH2:1]([O:8][C:9]([NH:11][C@@H:12]([C:15]([O:17][CH3:18])=[O:16])[CH2:13][OH:14])=[O:10])[C:2]1[CH:7]=[CH:6][CH:5]=[CH:4][CH:3]=1.CO[C:21](OC)([CH3:23])[CH3:22].CC1C=CC(S([O-])(=O)=O)=CC=1.[NH+]1C=CC=CC=1.